Dataset: Forward reaction prediction with 1.9M reactions from USPTO patents (1976-2016). Task: Predict the product of the given reaction. Given the reactants [CH2:1]([N:4]([C:8]1[C:9]([I:32])=[C:10]([C:24]([NH:26][CH2:27][CH:28]([OH:31])[CH2:29][OH:30])=[O:25])[C:11]([I:23])=[C:12]([C:21]=1[I:22])[C:13]([NH:15][CH2:16][CH:17]([OH:20])[CH2:18][OH:19])=[O:14])[C:5](=[O:7])[CH3:6])[CH:2]=[CH2:3].[I-].[K+].II.[OH:37][CH:38]([CH2:63][OH:64])[CH2:39][NH:40][C:41](=[O:62])[C:42]1[C:55]([I:56])=[C:54]([NH:57][CH:58]=[O:59])[C:53]([I:60])=[C:44]([C:45]([NH:47][CH2:48][CH:49]([OH:52])[CH2:50][OH:51])=[O:46])[C:43]=1[I:61].[OH-:65].[K+], predict the reaction product. The product is: [OH:20][CH:17]([CH2:18][OH:19])[CH2:16][NH:15][C:13]([C:12]1[C:21]([I:22])=[C:8]([N:4]([CH2:1][CH:2]([OH:65])[CH2:3][N:57]([C:54]2[C:53]([I:60])=[C:44]([C:45]([NH:47][CH2:48][CH:49]([OH:52])[CH2:50][OH:51])=[O:46])[C:43]([I:61])=[C:42]([C:55]=2[I:56])[C:41]([NH:40][CH2:39][CH:38]([OH:37])[CH2:63][OH:64])=[O:62])[CH:58]=[O:59])[C:5](=[O:7])[CH3:6])[C:9]([I:32])=[C:10]([C:24](=[O:25])[NH:26][CH2:27][CH:28]([OH:31])[CH2:29][OH:30])[C:11]=1[I:23])=[O:14].